From a dataset of Catalyst prediction with 721,799 reactions and 888 catalyst types from USPTO. Predict which catalyst facilitates the given reaction. (1) Reactant: [NH2:1][C:2]1[CH:7]=[C:6]([Cl:8])[C:5]([CH3:9])=[CH:4][C:3]=1[S:10]([OH:13])(=[O:12])=[O:11].[Br:14][C:15]1[CH:20]=[CH:19][CH:18]=[C:17]([N:21]=[C:22]=[O:23])[CH:16]=1.C(N(CC)CC)C. Product: [Br:14][C:15]1[CH:16]=[C:17]([NH:21][C:22](=[O:23])[NH:1][C:2]2[CH:7]=[C:6]([Cl:8])[C:5]([CH3:9])=[CH:4][C:3]=2[S:10]([OH:13])(=[O:12])=[O:11])[CH:18]=[CH:19][CH:20]=1. The catalyst class is: 56. (2) The catalyst class is: 9. Product: [Br:3][C:4]1[C:5]2[CH:6]=[C:14]([C:15]([OH:17])=[O:16])[S:13][C:8]=2[CH:9]=[CH:10][CH:11]=1. Reactant: [OH-].[K+].[Br:3][C:4]1[CH:11]=[CH:10][CH:9]=[C:8](F)[C:5]=1[CH:6]=O.[SH:13][CH2:14][C:15]([OH:17])=[O:16]. (3) Reactant: C(=O)(O)[O-].[Na+].Cl.[NH2:7][CH2:8][CH2:9][SH:10].[C:11]([O:15][C:16]([N:18]1[CH2:22][CH2:21][CH2:20][C@H:19]1[C:23](F)=[O:24])=[O:17])([CH3:14])([CH3:13])[CH3:12]. Product: [C:11]([O:15][C:16]([N:18]1[CH2:22][CH2:21][CH2:20][C@H:19]1[C:23](=[O:24])[NH:7][CH2:8][CH2:9][SH:10])=[O:17])([CH3:14])([CH3:13])[CH3:12]. The catalyst class is: 232. (4) Reactant: [OH:1][C@:2]1([C:14]2[S:15][C:16]([C:19]3[CH:24]=[C:23]([N+:25]([O-:27])=[O:26])[CH:22]=[C:21]([CH2:28][OH:29])[CH:20]=3)=[CH:17][N:18]=2)[CH2:7][CH2:6][C@H:5]([C:8]([O:10][CH3:11])=[O:9])[C:4]([CH3:13])([CH3:12])[CH2:3]1.[C:30](Cl)(=[O:32])[CH3:31].C(N(CC)CC)C. Product: [C:30]([O:29][CH2:28][C:21]1[CH:20]=[C:19]([C:16]2[S:15][C:14]([C@@:2]3([OH:1])[CH2:7][CH2:6][C@H:5]([C:8]([O:10][CH3:11])=[O:9])[C:4]([CH3:13])([CH3:12])[CH2:3]3)=[N:18][CH:17]=2)[CH:24]=[C:23]([N+:25]([O-:27])=[O:26])[CH:22]=1)(=[O:32])[CH3:31]. The catalyst class is: 4. (5) Reactant: [NH2:1][C:2]1[N:7]([CH3:8])[C:6](=[O:9])[NH:5][C:4](=[O:10])[C:3]=1Br.[CH3:12][C@H:13]1[CH2:18][CH2:17][C@H:16]([CH2:19][NH2:20])[CH2:15][CH2:14]1. Product: [NH2:1][C:2]1[N:7]([CH3:8])[C:6](=[O:9])[NH:5][C:4](=[O:10])[C:3]=1[NH:20][CH2:19][C@H:16]1[CH2:17][CH2:18][C@H:13]([CH3:12])[CH2:14][CH2:15]1. The catalyst class is: 37.